Dataset: Catalyst prediction with 721,799 reactions and 888 catalyst types from USPTO. Task: Predict which catalyst facilitates the given reaction. (1) Reactant: [Cl:1][C:2]1[C:3]([OH:29])=[C:4]([CH:7]=[CH:8][C:9]=1[O:10][CH2:11][C:12]1[CH:17]=[CH:16][CH:15]=[C:14]([C:18]2[CH:27]=[CH:26][C:21]3[O:22][CH2:23][CH2:24][O:25][C:20]=3[CH:19]=2)[C:13]=1[CH3:28])[CH:5]=[O:6].C(=O)([O-])[O-].[Cs+].[Cs+].[C:36]([C:38]1[CH:39]=[C:40]([CH:43]=[CH:44][CH:45]=1)[CH2:41]Br)#[N:37]. Product: [Cl:1][C:2]1[C:9]([O:10][CH2:11][C:12]2[CH:17]=[CH:16][CH:15]=[C:14]([C:18]3[CH:27]=[CH:26][C:21]4[O:22][CH2:23][CH2:24][O:25][C:20]=4[CH:19]=3)[C:13]=2[CH3:28])=[CH:8][CH:7]=[C:4]([CH:5]=[O:6])[C:3]=1[O:29][CH2:41][C:40]1[CH:39]=[C:38]([CH:45]=[CH:44][CH:43]=1)[C:36]#[N:37]. The catalyst class is: 9. (2) Reactant: C(N(CC)CC)C.[C:8](Cl)(=[O:12])[CH:9]([CH3:11])[CH3:10].[NH2:14][C:15]1[NH:16][CH:17]=[C:18]([C:23]2[CH:28]=[CH:27][C:26]([N+:29]([O-:31])=[O:30])=[CH:25][CH:24]=2)[C:19]=1[C:20]([NH2:22])=[O:21]. Product: [C:8]([NH:14][C:15]1[NH:16][CH:17]=[C:18]([C:23]2[CH:24]=[CH:25][C:26]([N+:29]([O-:31])=[O:30])=[CH:27][CH:28]=2)[C:19]=1[C:20]([NH2:22])=[O:21])(=[O:12])[CH:9]([CH3:11])[CH3:10]. The catalyst class is: 30. (3) Reactant: Cl.[NH2:2][CH:3]1[CH2:6][CH:5]([OH:7])[CH2:4]1.CCN(C(C)C)C(C)C.[Br:17][C:18]1[CH:23]=[CH:22][C:21]([S:24](Cl)(=[O:26])=[O:25])=[CH:20][CH:19]=1. Product: [Br:17][C:18]1[CH:23]=[CH:22][C:21]([S:24]([NH:2][CH:3]2[CH2:6][CH:5]([OH:7])[CH2:4]2)(=[O:26])=[O:25])=[CH:20][CH:19]=1. The catalyst class is: 2. (4) Reactant: [CH3:1][C@@:2]([S:30]([CH3:33])(=[O:32])=[O:31])([CH2:13][CH2:14][N:15]1[CH:19]=[C:18]([C:20]2[CH:29]=[N:28][C:27]3[C:22](=[CH:23][CH:24]=[CH:25][CH:26]=3)[N:21]=2)[CH:17]=[N:16]1)[C:3]([NH:5][O:6]C1CCCCO1)=[O:4].Cl. Product: [OH:6][NH:5][C:3](=[O:4])[C@:2]([CH3:1])([S:30]([CH3:33])(=[O:32])=[O:31])[CH2:13][CH2:14][N:15]1[CH:19]=[C:18]([C:20]2[CH:29]=[N:28][C:27]3[C:22](=[CH:23][CH:24]=[CH:25][CH:26]=3)[N:21]=2)[CH:17]=[N:16]1. The catalyst class is: 14. (5) Reactant: [C:1]([C:3]1[C:4]([N:11]([CH3:15])[C:12](=[O:14])[CH3:13])=[N:5][C:6]([S:9][CH3:10])=[N:7][CH:8]=1)#[N:2].C[Si]([N-][Si](C)(C)C)(C)C.[Li+]. Product: [NH2:2][C:1]1[C:3]2[CH:8]=[N:7][C:6]([S:9][CH3:10])=[N:5][C:4]=2[N:11]([CH3:15])[C:12](=[O:14])[CH:13]=1. The catalyst class is: 1. (6) Reactant: [NH2:1][C:2]1[CH:3]=[N:4][CH:5]=[CH:6][C:7]=1[N:8]1[CH2:13][CH2:12][CH2:11][C@H:10]([NH:14][C:15](=[O:21])[O:16][C:17]([CH3:20])([CH3:19])[CH3:18])[CH2:9]1.[C:22]([O:26][C:27]([NH:29][C:30]1[O:38][C:37]2[C:32](=[N:33][CH:34]=[CH:35][CH:36]=2)[C:31]=1[C:39](O)=[O:40])=[O:28])([CH3:25])([CH3:24])[CH3:23].CN(C(ON1N=NC2C=CC=NC1=2)=[N+](C)C)C.F[P-](F)(F)(F)(F)F.CCN(C(C)C)C(C)C. Product: [C:22]([O:26][C:27]([NH:29][C:30]1[O:38][C:37]2[C:32](=[N:33][CH:34]=[CH:35][CH:36]=2)[C:31]=1[C:39]([NH:1][C:2]1[CH:3]=[N:4][CH:5]=[CH:6][C:7]=1[N:8]1[CH2:13][CH2:12][CH2:11][C@H:10]([NH:14][C:15](=[O:21])[O:16][C:17]([CH3:18])([CH3:20])[CH3:19])[CH2:9]1)=[O:40])=[O:28])([CH3:25])([CH3:23])[CH3:24]. The catalyst class is: 3.